From a dataset of Full USPTO retrosynthesis dataset with 1.9M reactions from patents (1976-2016). Predict the reactants needed to synthesize the given product. Given the product [CH:1]([N:4]1[CH2:5][CH2:6][N:7]([C:10]2[S:11][C:12]3[CH:18]=[C:17]([CH2:19][N:25]4[CH2:30][CH2:29][O:28][CH2:27][CH2:26]4)[CH:16]=[CH:15][C:13]=3[N:14]=2)[CH2:8][CH2:9]1)([CH3:3])[CH3:2], predict the reactants needed to synthesize it. The reactants are: [CH:1]([N:4]1[CH2:9][CH2:8][N:7]([C:10]2[S:11][C:12]3[CH:18]=[C:17]([CH:19]=O)[CH:16]=[CH:15][C:13]=3[N:14]=2)[CH2:6][CH2:5]1)([CH3:3])[CH3:2].CC(O)=O.[NH:25]1[CH2:30][CH2:29][O:28][CH2:27][CH2:26]1.[BH3-]C#N.[Na+].